The task is: Predict the reaction yield, written as a fraction of the theoretical maximum amount of product (1.0 means a 100% yield; for example, 0.34 means a 34% yield).. This data is from Reaction yield outcomes from USPTO patents with 853,638 reactions. (1) The reactants are [CH2:1]([C:5]1[O:6][C:7]2[CH:30]=[CH:29][CH:28]=[CH:27][C:8]=2[C:9]=1[C:10]1[O:11][C:12]([C:15]2[CH:24]=[CH:23][C:22]3[C:17](=[CH:18][CH:19]=[C:20]([O:25]C)[CH:21]=3)[CH:16]=2)=[CH:13][N:14]=1)[CH2:2][CH2:3][CH3:4].Br. The catalyst is C(O)(=O)C. The product is [CH2:1]([C:5]1[O:6][C:7]2[CH:30]=[CH:29][CH:28]=[CH:27][C:8]=2[C:9]=1[C:10]1[O:11][C:12]([C:15]2[CH:16]=[C:17]3[C:22](=[CH:23][CH:24]=2)[CH:21]=[C:20]([OH:25])[CH:19]=[CH:18]3)=[CH:13][N:14]=1)[CH2:2][CH2:3][CH3:4]. The yield is 0.850. (2) The reactants are [C:1]([C:5]1[CH:10]=[CH:9][C:8]([OH:11])=[CH:7][CH:6]=1)([CH3:4])([CH3:3])[CH3:2].[Cl:12][C:13]1[N:18]=[C:17](Cl)[CH:16]=[C:15]([CH3:20])[N:14]=1. No catalyst specified. The product is [C:1]([C:5]1[CH:6]=[CH:7][C:8]([O:11][C:17]2[CH:16]=[C:15]([CH3:20])[N:14]=[C:13]([Cl:12])[N:18]=2)=[CH:9][CH:10]=1)([CH3:4])([CH3:2])[CH3:3]. The yield is 0.510. (3) The reactants are [CH3:1][NH:2][CH:3]([CH2:5]/[CH:6]=[CH:7]/[C:8]1[CH:9]=[N:10][C:11]([OH:14])=[CH:12][CH:13]=1)[CH3:4].[C:15]([OH:20])(=[O:19])[C:16]([OH:18])=[O:17].CC(O)C. The catalyst is C(O)C. The product is [C:15]([OH:20])(=[O:19])[C:16]([OH:18])=[O:17].[CH3:1][NH:2][CH:3]([CH2:5]/[CH:6]=[CH:7]/[C:8]1[CH:9]=[N:10][C:11]([OH:14])=[CH:12][CH:13]=1)[CH3:4]. The yield is 0.710.